This data is from TCR-epitope binding with 47,182 pairs between 192 epitopes and 23,139 TCRs. The task is: Binary Classification. Given a T-cell receptor sequence (or CDR3 region) and an epitope sequence, predict whether binding occurs between them. (1) The epitope is LLFGYPVYV. The TCR CDR3 sequence is CATSEKLAVSTDTQYF. Result: 1 (the TCR binds to the epitope). (2) The epitope is QVPLRPMTYK. The TCR CDR3 sequence is CASSPGTGADQPQHF. Result: 0 (the TCR does not bind to the epitope). (3) The epitope is NLDSKVGGNY. The TCR CDR3 sequence is CASSLGRGLYEQYF. Result: 0 (the TCR does not bind to the epitope). (4) The epitope is GILGFVFTL. The TCR CDR3 sequence is CSLQGGRYNEQFF. Result: 1 (the TCR binds to the epitope). (5) The epitope is IPSINVHHY. The TCR CDR3 sequence is CASSYGQMIYEQYF. Result: 0 (the TCR does not bind to the epitope).